Dataset: Forward reaction prediction with 1.9M reactions from USPTO patents (1976-2016). Task: Predict the product of the given reaction. (1) Given the reactants [N:1]1([C:5]2[N:14]=[C:13]3[C:8]([C:9](=[O:29])[C:10]([C:26]([OH:28])=[O:27])=[CH:11][N:12]3CC3C=CC(OC)=CC=3OC)=[C:7]([CH3:30])[C:6]=2[F:31])[CH2:4][CH2:3][CH2:2]1.[F:32][C:33]([F:38])([F:37])[C:34]([OH:36])=[O:35], predict the reaction product. The product is: [F:31][C:6]1[C:7]([CH3:30])=[C:8]2[C:13](=[N:14][C:5]=1[NH:1][CH2:2][CH2:3][CH2:4][O:36][C:34](=[O:35])[C:33]([F:38])([F:37])[F:32])[NH:12][CH:11]=[C:10]([C:26]([OH:28])=[O:27])[C:9]2=[O:29]. (2) Given the reactants [Cl:1][C:2]1[CH:7]=[CH:6][C:5]([C@@H:8]2[C@:10]3([C:18]4[C:13](=[CH:14][CH:15]=[CH:16][CH:17]=4)[NH:12][C:11]3=[O:19])[CH2:9]2)=[CH:4][CH:3]=1.Br[CH2:21][C:22]1[CH:27]=[CH:26][N:25]=[CH:24][CH:23]=1.C([O-])([O-])=O.[Cs+].[Cs+].O, predict the reaction product. The product is: [Cl:1][C:2]1[CH:3]=[CH:4][C:5]([C@@H:8]2[C@:10]3([C:18]4[C:13](=[CH:14][CH:15]=[CH:16][CH:17]=4)[N:12]([CH2:21][C:22]4[CH:27]=[CH:26][N:25]=[CH:24][CH:23]=4)[C:11]3=[O:19])[CH2:9]2)=[CH:6][CH:7]=1. (3) Given the reactants [Cl:1][C:2]1[CH:7]=[CH:6][C:5]([S:8]([CH:11]([C:15]2[CH:20]=[C:19]([F:21])[CH:18]=[CH:17][C:16]=2[F:22])[CH2:12][CH2:13][OH:14])(=[O:10])=[O:9])=[CH:4][CH:3]=1.N1C=CC=CC=1.Cl[C:30](OC1C=CC([N+]([O-])=O)=CC=1)=[O:31].[OH:42][CH:43]1[CH2:48][CH2:47][NH:46][CH2:45][CH2:44]1, predict the reaction product. The product is: [OH:42][CH:43]1[CH2:48][CH2:47][N:46]([C:30]([O:14][CH2:13][CH2:12][CH:11]([S:8]([C:5]2[CH:4]=[CH:3][C:2]([Cl:1])=[CH:7][CH:6]=2)(=[O:10])=[O:9])[C:15]2[CH:20]=[C:19]([F:21])[CH:18]=[CH:17][C:16]=2[F:22])=[O:31])[CH2:45][CH2:44]1.